From a dataset of Full USPTO retrosynthesis dataset with 1.9M reactions from patents (1976-2016). Predict the reactants needed to synthesize the given product. (1) The reactants are: [ClH:1].[CH2:2]([N:4]1[C:10](=[O:11])[C:9]([CH3:13])([CH3:12])[C:8](=[O:14])[N:7]([CH3:15])[C:6]2[CH:16]=[C:17]([CH2:20][N:21]([CH2:35][CH2:36][C:37]3[CH:38]=[N:39][CH:40]=[CH:41][CH:42]=3)[C:22](=[O:34])[CH2:23][N:24]3[C:28]4[CH:29]=[CH:30][CH:31]=[CH:32][C:27]=4[NH:26][C:25]3=[O:33])[CH:18]=[CH:19][C:5]1=2)[CH3:3].[C:43](=O)([O-])[O-].[Cs+].[Cs+].CI.Cl. Given the product [ClH:1].[CH2:2]([N:4]1[C:10](=[O:11])[C:9]([CH3:13])([CH3:12])[C:8](=[O:14])[N:7]([CH3:15])[C:6]2[CH:16]=[C:17]([CH2:20][N:21]([CH2:35][CH2:36][C:37]3[CH:38]=[N:39][CH:40]=[CH:41][CH:42]=3)[C:22](=[O:34])[CH2:23][N:24]3[C:28]4[CH:29]=[CH:30][CH:31]=[CH:32][C:27]=4[N:26]([CH3:43])[C:25]3=[O:33])[CH:18]=[CH:19][C:5]1=2)[CH3:3], predict the reactants needed to synthesize it. (2) Given the product [CH3:3][CH:2]([N:4]1[C:12](/[CH:13]=[CH:14]/[CH:15]([OH:24])[CH2:16][CH:17]([OH:23])[CH2:18][C:19]([O-:21])=[O:20])=[C:11]([C:25]2[CH:26]=[CH:27][C:28]([F:31])=[CH:29][CH:30]=2)[C:10]2[CH:9]=[CH:8][CH:7]=[CH:6][C:5]1=2)[CH3:1].[Na+:36], predict the reactants needed to synthesize it. The reactants are: [CH3:1][CH:2]([N:4]1[C:12](/[CH:13]=[CH:14]/[C@H:15]([OH:24])[CH2:16][C@H:17]([OH:23])[CH2:18][C:19]([O:21]C)=[O:20])=[C:11]([C:25]2[CH:30]=[CH:29][C:28]([F:31])=[CH:27][CH:26]=2)[C:10]2[C:5]1=[CH:6][CH:7]=[CH:8][CH:9]=2)[CH3:3].C(#N)C.[OH-].[Na+:36]. (3) Given the product [NH2:6][C:9]1[CH:10]=[CH:11][C:12]([C:15]2[NH:19][C:18](=[O:20])[O:17][N:16]=2)=[CH:13][CH:14]=1, predict the reactants needed to synthesize it. The reactants are: O.O.[Sn](Cl)Cl.[N+:6]([C:9]1[CH:14]=[CH:13][C:12]([C:15]2[NH:19][C:18](=[O:20])[O:17][N:16]=2)=[CH:11][CH:10]=1)([O-])=O.C(=O)([O-])O.[Na+]. (4) Given the product [CH2:18]([C:11]1[CH:10]=[C:9]([CH:14]=[CH:13][CH:12]=1)[CH:7]=[O:8])[C:19]1[CH:24]=[CH:23][CH:22]=[CH:21][CH:20]=1, predict the reactants needed to synthesize it. The reactants are: C([O-])([O-])=O.[K+].[K+].[CH:7]([C:9]1[CH:10]=[C:11](B(O)O)[CH:12]=[CH:13][CH:14]=1)=[O:8].[CH2:18](Br)[C:19]1[CH:24]=[CH:23][CH:22]=[CH:21][CH:20]=1. (5) The reactants are: C[O:2][C:3]([C:5]1[CH:10]=[C:9]([O:11][CH3:12])[CH:8]=[CH:7][N:6]=1)=O.O.[NH2:14][NH2:15]. Given the product [CH3:12][O:11][C:9]1[CH:8]=[CH:7][N:6]=[C:5]([C:3]([NH:14][NH2:15])=[O:2])[CH:10]=1, predict the reactants needed to synthesize it. (6) The reactants are: Cl[C:2]1[C:3]([C:21]2[CH:26]=[CH:25][CH:24]=[CH:23][CH:22]=2)=[C:4]([NH:11][C:12]2[CH:17]=[CH:16][C:15]([O:18][CH2:19][CH3:20])=[CH:14][CH:13]=2)[C:5]2[N:6]([CH:8]=[CH:9][N:10]=2)[N:7]=1.[C@H:27]1([NH2:34])[CH2:32][CH2:31][C@H:30]([NH2:33])[CH2:29][CH2:28]1. Given the product [NH2:33][C@H:30]1[CH2:31][CH2:32][C@H:27]([NH:34][C:2]2[C:3]([C:21]3[CH:26]=[CH:25][CH:24]=[CH:23][CH:22]=3)=[C:4]([NH:11][C:12]3[CH:17]=[CH:16][C:15]([O:18][CH2:19][CH3:20])=[CH:14][CH:13]=3)[C:5]3[N:6]([CH:8]=[CH:9][N:10]=3)[N:7]=2)[CH2:28][CH2:29]1, predict the reactants needed to synthesize it. (7) Given the product [Cl:22][C:17]1[C:18]([O:20][CH3:21])=[CH:19][C:13]2[S:12][C:28]3[C:27](=[O:32])[NH:26][C:25]4([CH2:23][CH2:24]4)[CH2:30][C:29]=3[NH:15][C:14]=2[CH:16]=1, predict the reactants needed to synthesize it. The reactants are: [NH2:15][C:14]1[CH:16]=[C:17]([Cl:22])[C:18]([O:20][CH3:21])=[CH:19][C:13]=1[S:12][S:12][C:13]1[CH:19]=[C:18]([O:20][CH3:21])[C:17]([Cl:22])=[CH:16][C:14]=1[NH2:15].[CH2:23]1[C:25]2([CH2:30][C:29](=O)[CH2:28][C:27](=[O:32])[NH:26]2)[CH2:24]1. (8) Given the product [CH3:36][O:35][C:32]([CH:33]1[CH2:3][CH2:4][CH:10]=[CH:11][NH:19]1)=[O:34], predict the reactants needed to synthesize it. The reactants are: CO[C:3](=O)[C@H:4]([C:10](=O)[C@@H:11]([N:19]1C(=O)C2C(=CC=CC=2)C1=O)CC1C=CC=CC=1)CCCC=O.[C:32]([O:35][CH2:36]C)(=[O:34])[CH3:33]. (9) Given the product [C:7]([C:6]1[CH:9]=[C:2]([CH2:24][C:23]([O:22][C:18]([CH3:21])([CH3:20])[CH3:19])=[O:26])[CH:3]=[CH:4][C:5]=1[C:10]1[CH:15]=[CH:14][N:13]=[C:12]([F:16])[CH:11]=1)#[N:8], predict the reactants needed to synthesize it. The reactants are: Br[C:2]1[CH:3]=[CH:4][C:5]([C:10]2[CH:15]=[CH:14][N:13]=[C:12]([F:16])[CH:11]=2)=[C:6]([CH:9]=1)[C:7]#[N:8].[Cl-].[C:18]([O:22][C:23](=[O:26])[CH2:24][Zn+])([CH3:21])([CH3:20])[CH3:19].CCOCC.